This data is from Forward reaction prediction with 1.9M reactions from USPTO patents (1976-2016). The task is: Predict the product of the given reaction. (1) Given the reactants S(Cl)(Cl)=O.[C:5]([C:7]1[CH:24]=[CH:23][C:10]([O:11][CH2:12][CH2:13][CH2:14][CH2:15][CH2:16][CH2:17][CH2:18][CH2:19][C:20]([OH:22])=[O:21])=[CH:9][CH:8]=1)#[N:6].[CH2:25](O)[CH3:26], predict the reaction product. The product is: [C:5]([C:7]1[CH:24]=[CH:23][C:10]([O:11][CH2:12][CH2:13][CH2:14][CH2:15][CH2:16][CH2:17][CH2:18][CH2:19][C:20]([O:22][CH2:25][CH3:26])=[O:21])=[CH:9][CH:8]=1)#[N:6]. (2) The product is: [NH2:12][C:3]1[CH:4]=[N:5][N:6]([CH2:7][C:8]([F:11])([F:10])[F:9])[C:2]=1[N:15]1[CH2:21][CH2:20][CH2:19][C@@H:18]([NH:22][C:23](=[O:28])[C:24]([F:26])([F:25])[F:27])[CH2:17][CH2:16]1. Given the reactants Br[C:2]1[N:6]([CH2:7][C:8]([F:11])([F:10])[F:9])[N:5]=[CH:4][C:3]=1[N+:12]([O-])=O.[NH:15]1[CH2:21][CH2:20][CH2:19][C@@H:18]([NH:22][C:23](=[O:28])[C:24]([F:27])([F:26])[F:25])[CH2:17][CH2:16]1, predict the reaction product.